This data is from Experimentally validated miRNA-target interactions with 360,000+ pairs, plus equal number of negative samples. The task is: Binary Classification. Given a miRNA mature sequence and a target amino acid sequence, predict their likelihood of interaction. (1) The miRNA is hsa-miR-541-5p with sequence AAAGGAUUCUGCUGUCGGUCCCACU. The protein sequence of the target gene is MPSDFISLLSADLDLESPKSLYSRESVYDLLPKELQLPPPRETSVASMSQTSGGEAGSPPPAVVAADASSAPSSSSMGGACSSFTTSSSPTIYSTSVTDSKAMQVESCSSAVGVSNRGVSEKQLTGNTVQQHPSTPKRHTVLYISPPPEDLLDNSRMSCQDEGCGLESEQSCSMWMEDSPSNFSNMSTSSYNDNTEVPRKSRKRNPKQRPGVKRRDCEESNMDIFDADSAKAPHYVLSQLTTDNKGNSKAGNGTLDSQKGTGVKKSPMLCGQYPVKSEGKELKIVVQPETQHRARYLTEG.... Result: 0 (no interaction). (2) The miRNA is rno-miR-182 with sequence UUUGGCAAUGGUAGAACUCACACCG. The protein sequence of the target gene is MRVLVRRCWGPPLAHGARRGRPSPQWRALARLGWEDCRDSRVREKPPWRVLFFGTDQFAREALRALHAARENKEEELIDKLEVVTMPSPSPKGLPVKQYAVQSQLPVYEWPDVGSGEYDVGVVASFGRLLNEALILKFPYGILNVHPSCLPRWRGPAPVIHTVLHGDTVTGVTIMQIRPKRFDVGPILKQETVPVPPKSTAKELEAVLSRLGANMLISVLKNLPESLSNGRQQPMEGATYAPKISAGTSCIKWEEQTSEQIFRLYRAIGNIIPLQTLWMANTIKLLDLVEVNSSVLADPK.... Result: 0 (no interaction). (3) The miRNA is hsa-let-7f-1-3p with sequence CUAUACAAUCUAUUGCCUUCCC. The protein sequence of the target gene is MGEAGAGAGASGGPEASPEAEVVKLLPFLAPGARADLQAAAVRHVLALTGCGPGRALLAGQAALLQALMELAPASAPARDAARALVNLAADPGLHETLLAADPGLPARLMGRALDPQWPWAEEAAAALANLSREPAPCAALMAALAAAEPADSGLERLVRALCTPGYNARAPLHYLAPLLSNLSQRPAARAFLLDPDRCVVQRLLPLTQYPDSSVRRGGVVGTLRNCCFEHRHHEWLLGPEVDILPFLLLPLAGPEDFSEEEMERLPVDLQYLPPDKQREPDADIRKMLVEAIMLLTATA.... Result: 0 (no interaction). (4) The miRNA is hsa-miR-4691-5p with sequence GUCCUCCAGGCCAUGAGCUGCGG. The protein sequence of the target gene is MTTAQRDSLLWKLAGLLRESGDVVLSGCSTLSLLTPTLQQLNHVFELHLGPWGPGQTGFVALPSHPADSPVILQLQFLFDVLQKTLSLKLVHVAGPGPTGPIKIFPFKSLRHLELRGVPLHCLHGLRGIYSQLETLICSRSLQALEELLSACGGDFCSALPWLALLSANFSYNALTALDSSLRLLSALRFLNLSHNQVQDCQGFLMDLCELHHLDISYNRLHLVPRMGPSGAALGVLILRGNELRSLHGLEQLRNLRHLDLAYNLLEGHRELSPLWLLAELRKLYLEGNPLWFHPEHRAA.... Result: 1 (interaction). (5) The miRNA is mmu-miR-126a-3p with sequence UCGUACCGUGAGUAAUAAUGCG. The protein sequence of the target gene is MYSEWRSLHLVIQNDQGHTSVLHSYPESVGREVANAVVRPLGQVLGTPSVAGSENLLKTDKEVKWTMEVICYGLTLPLDGETVKYCVDVYTDWIMALVLPKDSIPLPVIKEPNQYVQTILKHLQNLFVPRQEQGSSQIRLCLQVLRAIQKLARESSLMARETWEVLLLFLLQINDILLAPPTVQGGIAENLAEKLIGVLFEVWLLACTRCFPTPPYWKTAKEMVANWRHHPAVVEQWSKVICALTSRLLRFTYGPSFPAFKVPDEDASLIPPEMDNECVAQTWFRFLHMLSNPVDLSNPA.... Result: 0 (no interaction). (6) The miRNA is hsa-miR-216a-3p with sequence UCACAGUGGUCUCUGGGAUUAU. The protein sequence of the target gene is METLSQDSLLECQICFNYYSPRRRPKLLDCKHTCCSVCLQQMRTSQKDVRCPWCRGVTKLPPGFSVSQLPDDPEVLAVIAIPHTSEHTPVFIKLPSNGCYMLPLPISKERALLPGDMGCRLLPGSQQKSVTVVTIPAEQQPLQGGAPQEAVEEEQDRRGVVKSSTWSGVCTVILVACVLVFLLGIVLHNMSCISKRFTVISCG. Result: 1 (interaction). (7) The protein sequence of the target gene is MARPLCTLLLLMATLAGALASSSKEENRIIPGGIYDADLNDEWVQRALHFAISEYNKATEDEYYRRPLQVLRAREQTFGGVNYFFDVEVGRTICTKSQPNLDTCAFHEQPELQKKQLCSFEIYEVPWEDRMSLVNSRCQEA. Result: 0 (no interaction). The miRNA is mmu-miR-122-5p with sequence UGGAGUGUGACAAUGGUGUUUG.